From a dataset of Catalyst prediction with 721,799 reactions and 888 catalyst types from USPTO. Predict which catalyst facilitates the given reaction. Reactant: [C@H:1]1([C:8]([OH:10])=[O:9])[CH2:4][C@@H:3]([C:5]([OH:7])=[O:6])[CH2:2]1.[CH2:11](O)[C:12]1[CH:17]=[CH:16][CH:15]=[CH:14][CH:13]=1.CCN=C=NCCCN(C)C.Cl. Product: [CH2:11]([O:6][C:5]([C@@H:3]1[CH2:4][C@H:1]([C:8]([OH:10])=[O:9])[CH2:2]1)=[O:7])[C:12]1[CH:17]=[CH:16][CH:15]=[CH:14][CH:13]=1. The catalyst class is: 792.